Dataset: Full USPTO retrosynthesis dataset with 1.9M reactions from patents (1976-2016). Task: Predict the reactants needed to synthesize the given product. The reactants are: [C:1]([O:5][C:6]([NH:8][NH:9][CH2:10][C:11]1[CH:16]=[CH:15][C:14]([C:17]2[CH:22]=[CH:21][CH:20]=[CH:19][N:18]=2)=[CH:13][CH:12]=1)=[O:7])([CH3:4])([CH3:3])[CH3:2].[O:23]1[C@@H:25]([C@@H:26]([NH:34][C:35]([O:37][C:38]([CH3:41])([CH3:40])[CH3:39])=[O:36])[CH2:27][C:28]2[CH:33]=[CH:32][CH:31]=[CH:30][CH:29]=2)[CH2:24]1. Given the product [C:1]([O:5][C:6]([NH:8][N:9]([CH2:24][CH:25]([OH:23])[CH:26]([NH:34][C:35]([O:37][C:38]([CH3:41])([CH3:40])[CH3:39])=[O:36])[CH2:27][C:28]1[CH:33]=[CH:32][CH:31]=[CH:30][CH:29]=1)[CH2:10][C:11]1[CH:16]=[CH:15][C:14]([C:17]2[CH:22]=[CH:21][CH:20]=[CH:19][N:18]=2)=[CH:13][CH:12]=1)=[O:7])([CH3:4])([CH3:2])[CH3:3], predict the reactants needed to synthesize it.